From a dataset of Reaction yield outcomes from USPTO patents with 853,638 reactions. Predict the reaction yield, written as a fraction of the theoretical maximum amount of product (1.0 means a 100% yield; for example, 0.34 means a 34% yield). The reactants are [N+:1]([C:4]1[CH:5]=[C:6]([CH:8]=[C:9]([N+:11]([O-:13])=[O:12])[CH:10]=1)N)([O-:3])=[O:2].FC(F)(F)C(O)=O.N([O-])=O.[Na+].[ClH:25]. No catalyst specified. The product is [Cl:25][C:6]1[CH:5]=[C:4]([N+:1]([O-:3])=[O:2])[CH:10]=[C:9]([N+:11]([O-:13])=[O:12])[CH:8]=1. The yield is 0.760.